This data is from Forward reaction prediction with 1.9M reactions from USPTO patents (1976-2016). The task is: Predict the product of the given reaction. (1) Given the reactants [F:1][C:2]1[CH:38]=[CH:37][CH:36]=[CH:35][C:3]=1[CH2:4][N:5]1[CH:9]=[C:8]([C:10]2[C:18]3[C:13](=[N:14][CH:15]=[C:16]([C:19]4[CH:20]=[N:21][N:22]([CH3:24])[CH:23]=4)[CH:17]=3)[N:12](S(C3C=CC(C)=CC=3)(=O)=O)[CH:11]=2)[CH:7]=[N:6]1.[OH-].[Li+], predict the reaction product. The product is: [F:1][C:2]1[CH:38]=[CH:37][CH:36]=[CH:35][C:3]=1[CH2:4][N:5]1[CH:9]=[C:8]([C:10]2[C:18]3[C:13](=[N:14][CH:15]=[C:16]([C:19]4[CH:20]=[N:21][N:22]([CH3:24])[CH:23]=4)[CH:17]=3)[NH:12][CH:11]=2)[CH:7]=[N:6]1. (2) Given the reactants Cl[C:2]1[N:7]=[CH:6][N:5]=[C:4]([NH2:8])[C:3]=1[CH2:9][CH3:10].[F:11][C:12]1[CH:17]=[CH:16][C:15]([C:18]2[N:19]=[C:20]([CH:30]3[CH2:35][CH2:34][NH:33][CH2:32][CH2:31]3)[N:21]([CH2:23][CH2:24][N:25]3[CH2:28][CH:27]([F:29])[CH2:26]3)[CH:22]=2)=[CH:14][C:13]=1[C:36]([F:39])([F:38])[F:37].CCN(C(C)C)C(C)C, predict the reaction product. The product is: [CH2:9]([C:3]1[C:4]([NH2:8])=[N:5][CH:6]=[N:7][C:2]=1[N:33]1[CH2:32][CH2:31][CH:30]([C:20]2[N:21]([CH2:23][CH2:24][N:25]3[CH2:28][CH:27]([F:29])[CH2:26]3)[CH:22]=[C:18]([C:15]3[CH:16]=[CH:17][C:12]([F:11])=[C:13]([C:36]([F:39])([F:37])[F:38])[CH:14]=3)[N:19]=2)[CH2:35][CH2:34]1)[CH3:10]. (3) Given the reactants C(=O)([O-])[O-].[K+].[K+].CI.[Br:9][C:10]1[CH:18]=[CH:17][C:13]([C:14](O)=[O:15])=[C:12]([Cl:19])[CH:11]=1.[H-].C([Al+]CC(C)C)C(C)C.O.O.O.O.O.O.O.O.O.O.S([O-])([O-])(=O)=O.[Na+].[Na+].S([O-])([O-])(=O)=O.[Mg+2], predict the reaction product. The product is: [Br:9][C:10]1[CH:18]=[CH:17][C:13]([CH2:14][OH:15])=[C:12]([Cl:19])[CH:11]=1.